This data is from Full USPTO retrosynthesis dataset with 1.9M reactions from patents (1976-2016). The task is: Predict the reactants needed to synthesize the given product. (1) Given the product [CH2:20]([O:19][C:17](=[O:18])[NH:1][C:2]1[CH:7]=[CH:6][C:5]([C:8]2[N:12]([CH3:13])[C:11]([C:14]#[N:15])=[CH:10][CH:9]=2)=[CH:4][CH:3]=1)[CH:21]([CH3:23])[CH3:22], predict the reactants needed to synthesize it. The reactants are: [NH2:1][C:2]1[CH:7]=[CH:6][C:5]([C:8]2[N:12]([CH3:13])[C:11]([C:14]#[N:15])=[CH:10][CH:9]=2)=[CH:4][CH:3]=1.Cl[C:17]([O:19][CH2:20][CH:21]([CH3:23])[CH3:22])=[O:18]. (2) The reactants are: [F:1][C:2]1[CH:3]=[CH:4][C:5]([CH:8]=O)=[N:6][CH:7]=1.[Li+].C[Si]([N-:15][Si](C)(C)C)(C)C.CCCCC.[C:25]([Li])([CH3:28])([CH3:27])[CH3:26]. Given the product [F:1][C:2]1[CH:3]=[CH:4][C:5]([CH:8]([NH2:15])[C:25]([CH3:28])([CH3:27])[CH3:26])=[N:6][CH:7]=1, predict the reactants needed to synthesize it. (3) Given the product [NH2:1][C:2]([NH:4][C:5]1[CH:9]=[C:8]([C:28]2[CH:33]=[CH:32][CH:31]=[CH:30][CH:29]=2)[S:7][C:6]=1[S:11]([NH:14][C@H:15]1[CH2:20][CH2:19][CH2:18][N:17]([C:21]([O:23][C:24]([CH3:27])([CH3:26])[CH3:25])=[O:22])[CH2:16]1)(=[O:13])=[O:12])=[O:3], predict the reactants needed to synthesize it. The reactants are: [NH2:1][C:2]([NH:4][C:5]1[CH:9]=[C:8](Cl)[S:7][C:6]=1[S:11]([NH:14][C@H:15]1[CH2:20][CH2:19][CH2:18][N:17]([C:21]([O:23][C:24]([CH3:27])([CH3:26])[CH3:25])=[O:22])[CH2:16]1)(=[O:13])=[O:12])=[O:3].[C:28]1(B(O)O)[CH:33]=[CH:32][CH:31]=[CH:30][CH:29]=1.C(=O)([O-])[O-].[Cs+].[Cs+].